From a dataset of CYP2C9 inhibition data for predicting drug metabolism from PubChem BioAssay. Regression/Classification. Given a drug SMILES string, predict its absorption, distribution, metabolism, or excretion properties. Task type varies by dataset: regression for continuous measurements (e.g., permeability, clearance, half-life) or binary classification for categorical outcomes (e.g., BBB penetration, CYP inhibition). Dataset: cyp2c9_veith. (1) The molecule is CCOC(=O)C1C(=O)NC(C)C1c1ccccc1. The result is 0 (non-inhibitor). (2) The drug is CC(C)CO/N=C1/C[C@@H](O)[C@@H](O)[C@H]2[C@@H]1CC[C@@H]1C(=O)N(C3CCCCC3)C(=O)[C@H]12. The result is 0 (non-inhibitor). (3) The molecule is O=C(O)Cc1ccc(O)c(O)c1. The result is 0 (non-inhibitor). (4) The molecule is C[C@H]1[C@H](NC(=O)/C(=N/OC(C)(C)C(=O)O)c2csc(N)n2)C(=O)N1S(=O)(=O)O. The result is 0 (non-inhibitor). (5) The compound is C[C@@H](c1ccccc1)N1C(=O)[C@@H]2CC=C3C(=O)[C@H]4O[C@H]4[C@@H](O)[C@H]3[C@H]2C1=O. The result is 0 (non-inhibitor). (6) The drug is CS(=O)(=O)Nc1cccc(-c2nc(N3CCNCC3)c3ccccc3n2)c1. The result is 0 (non-inhibitor).